This data is from NCI-60 drug combinations with 297,098 pairs across 59 cell lines. The task is: Regression. Given two drug SMILES strings and cell line genomic features, predict the synergy score measuring deviation from expected non-interaction effect. (1) Drug 1: C1=NC(=NC(=O)N1C2C(C(C(O2)CO)O)O)N. Drug 2: CC1=C(C(=CC=C1)Cl)NC(=O)C2=CN=C(S2)NC3=CC(=NC(=N3)C)N4CCN(CC4)CCO. Cell line: MDA-MB-435. Synergy scores: CSS=26.3, Synergy_ZIP=-4.46, Synergy_Bliss=1.49, Synergy_Loewe=-2.74, Synergy_HSA=-2.03. (2) Drug 1: CC1=C(C(CCC1)(C)C)C=CC(=CC=CC(=CC(=O)O)C)C. Drug 2: CCC1(C2=C(COC1=O)C(=O)N3CC4=CC5=C(C=CC(=C5CN(C)C)O)N=C4C3=C2)O.Cl. Cell line: M14. Synergy scores: CSS=41.5, Synergy_ZIP=-0.619, Synergy_Bliss=1.56, Synergy_Loewe=2.14, Synergy_HSA=3.83. (3) Drug 1: C1=CC(=C2C(=C1NCCNCCO)C(=O)C3=C(C=CC(=C3C2=O)O)O)NCCNCCO. Drug 2: CCC1(CC2CC(C3=C(CCN(C2)C1)C4=CC=CC=C4N3)(C5=C(C=C6C(=C5)C78CCN9C7C(C=CC9)(C(C(C8N6C)(C(=O)OC)O)OC(=O)C)CC)OC)C(=O)OC)O.OS(=O)(=O)O. Cell line: SW-620. Synergy scores: CSS=56.8, Synergy_ZIP=-0.847, Synergy_Bliss=-1.33, Synergy_Loewe=2.02, Synergy_HSA=2.80. (4) Drug 1: CCC1(C2=C(COC1=O)C(=O)N3CC4=CC5=C(C=CC(=C5CN(C)C)O)N=C4C3=C2)O.Cl. Drug 2: C(CCl)NC(=O)N(CCCl)N=O. Cell line: RPMI-8226. Synergy scores: CSS=38.1, Synergy_ZIP=-12.7, Synergy_Bliss=-8.69, Synergy_Loewe=-6.86, Synergy_HSA=-2.77. (5) Drug 1: C1=CN(C(=O)N=C1N)C2C(C(C(O2)CO)O)O.Cl. Drug 2: CC1=C(N=C(N=C1N)C(CC(=O)N)NCC(C(=O)N)N)C(=O)NC(C(C2=CN=CN2)OC3C(C(C(C(O3)CO)O)O)OC4C(C(C(C(O4)CO)O)OC(=O)N)O)C(=O)NC(C)C(C(C)C(=O)NC(C(C)O)C(=O)NCCC5=NC(=CS5)C6=NC(=CS6)C(=O)NCCC[S+](C)C)O. Cell line: 786-0. Synergy scores: CSS=46.4, Synergy_ZIP=-4.58, Synergy_Bliss=-0.270, Synergy_Loewe=3.39, Synergy_HSA=6.30. (6) Synergy scores: CSS=24.0, Synergy_ZIP=-4.44, Synergy_Bliss=1.79, Synergy_Loewe=3.28, Synergy_HSA=3.32. Cell line: MALME-3M. Drug 1: CC(CN1CC(=O)NC(=O)C1)N2CC(=O)NC(=O)C2. Drug 2: C(CC(=O)O)C(=O)CN.Cl.